This data is from Reaction yield outcomes from USPTO patents with 853,638 reactions. The task is: Predict the reaction yield, written as a fraction of the theoretical maximum amount of product (1.0 means a 100% yield; for example, 0.34 means a 34% yield). (1) The reactants are [F:1][C:2]([F:12])([F:11])[C:3]1[CH:10]=[CH:9][C:6]([CH:7]=O)=[CH:5][CH:4]=1.Cl.[Cl:14][C:15]1[CH:27]=[C:26]([O:28][CH2:29][CH:30]=[C:31]([Cl:33])[Cl:32])[CH:25]=[C:24]([Cl:34])[C:16]=1[O:17][CH2:18][CH2:19][CH2:20][CH2:21][O:22][NH2:23].C(O)(=O)CC(CC(O)=O)(C(O)=O)O. The catalyst is N1C=CC=CC=1. The product is [Cl:14][C:15]1[CH:27]=[C:26]([O:28][CH2:29][CH:30]=[C:31]([Cl:33])[Cl:32])[CH:25]=[C:24]([Cl:34])[C:16]=1[O:17][CH2:18][CH2:19][CH2:20][CH2:21][O:22][N:23]=[CH:7][C:6]1[CH:9]=[CH:10][C:3]([C:2]([F:12])([F:11])[F:1])=[CH:4][CH:5]=1. The yield is 0.956. (2) The reactants are [Cl:1][C:2]1[C:3]([O:15][CH2:16][CH2:17][CH3:18])=[C:4]([CH:12]=[CH:13][CH:14]=1)[CH2:5][N:6]([CH3:11])[C:7](=[O:10])[CH:8]=[CH2:9].C(N(C(C)C)CC)(C)C.Br[C:29]1[CH:42]=[N:41][C:32]2[NH:33][C:34](=[O:40])[C:35]([CH3:39])([CH3:38])[NH:36][CH2:37][C:31]=2[CH:30]=1.CC1C=CC=CC=1P(C1C=CC=CC=1C)C1C=CC=CC=1C. The catalyst is C(#N)CC.CN(C=O)C.CC([O-])=O.CC([O-])=O.[Pd+2]. The product is [Cl:1][C:2]1[C:3]([O:15][CH2:16][CH2:17][CH3:18])=[C:4]([CH:12]=[CH:13][CH:14]=1)[CH2:5][N:6]([CH3:11])[C:7](=[O:10])/[CH:8]=[CH:9]/[C:29]1[CH:42]=[N:41][C:32]2[NH:33][C:34](=[O:40])[C:35]([CH3:39])([CH3:38])[NH:36][CH2:37][C:31]=2[CH:30]=1. The yield is 0.590. (3) The reactants are [CH3:1][C:2]1[CH:11]=[CH:10][C:9]2[C:4](=[CH:5][CH:6]=[CH:7][C:8]=2[N:12]2[CH2:17][CH2:16][N:15]([C:18]([O:20][C:21]([CH3:24])([CH3:23])[CH3:22])=[O:19])[CH2:14][CH2:13]2)[N:3]=1.[BH4-].[Na+]. The catalyst is CO. The product is [CH3:1][CH:2]1[CH2:11][CH2:10][C:9]2[C:4](=[CH:5][CH:6]=[CH:7][C:8]=2[N:12]2[CH2:13][CH2:14][N:15]([C:18]([O:20][C:21]([CH3:22])([CH3:24])[CH3:23])=[O:19])[CH2:16][CH2:17]2)[NH:3]1. The yield is 0.510. (4) The reactants are Cl.[NH2:2][CH2:3][C:4]1[CH:13]=[CH:12][CH:11]=[C:10]2[C:5]=1[C:6](=[O:23])[N:7]([CH:15]1[CH2:20][CH2:19][C:18](=[O:21])[NH:17][C:16]1=[O:22])[C:8]([CH3:14])=[N:9]2.[C:24](Cl)(=[O:31])[CH2:25][CH2:26][CH2:27][CH2:28][CH2:29][CH3:30].C(N(CC)C(C)C)(C)C. The catalyst is C(#N)C. The product is [O:22]=[C:16]1[CH:15]([N:7]2[C:6](=[O:23])[C:5]3[C:10](=[CH:11][CH:12]=[CH:13][C:4]=3[CH2:3][NH:2][C:24](=[O:31])[CH2:25][CH2:26][CH2:27][CH2:28][CH2:29][CH3:30])[N:9]=[C:8]2[CH3:14])[CH2:20][CH2:19][C:18](=[O:21])[NH:17]1. The yield is 0.470.